Task: Predict the product of the given reaction.. Dataset: Forward reaction prediction with 1.9M reactions from USPTO patents (1976-2016) (1) Given the reactants [CH:1]1[CH:14]=[C:13]2[C:4]([C:5]3[C:10]([C:11](=[O:15])[NH:12]2)=[CH:9][CH:8]=[C:7]2[CH:16]=[CH:17][CH:18]=[CH:19][C:6]=32)=[C:3]2[CH:20]=[CH:21][CH:22]=[CH:23][C:2]=12.Cl.Br[C:26]1[CH:31]=[CH:30][N:29]=[CH:28][CH:27]=1.C([O-])([O-])=O.[Cs+].[Cs+].CNCCNC.[Cl-].[NH4+], predict the reaction product. The product is: [N:29]1[CH:30]=[CH:31][C:26]([N:12]2[C:11](=[O:15])[C:10]3[C:5](=[C:6]4[CH:19]=[CH:18][CH:17]=[CH:16][C:7]4=[CH:8][CH:9]=3)[C:4]3[C:13]2=[CH:14][CH:1]=[C:2]2[CH:23]=[CH:22][CH:21]=[CH:20][C:3]2=3)=[CH:27][CH:28]=1. (2) Given the reactants [F:1][C:2]1[CH:8]=[CH:7][C:5]([NH2:6])=[C:4]([O:9][CH3:10])[CH:3]=1.C1C(=O)N([Br:18])C(=O)C1, predict the reaction product. The product is: [Br:18][C:7]1[CH:8]=[C:2]([F:1])[CH:3]=[C:4]([O:9][CH3:10])[C:5]=1[NH2:6]. (3) Given the reactants [Br:1][C:2]1[CH:7]=[C:6]([O:8][C:9]([F:12])([F:11])[F:10])[CH:5]=[CH:4][C:3]=1[OH:13].[OH:14][C@@H:15]([CH3:29])[CH2:16][CH2:17]OS(C1C=CC(C)=CC=1)(=O)=O.C([O-])([O-])=O.[Cs+].[Cs+], predict the reaction product. The product is: [Br:1][C:2]1[CH:7]=[C:6]([O:8][C:9]([F:11])([F:12])[F:10])[CH:5]=[CH:4][C:3]=1[O:13][CH2:17][CH2:16][C@@H:15]([OH:14])[CH3:29]. (4) Given the reactants F[B-](F)(F)F.N1(OC(N(C)C)=[N+](C)C)C2C=CC=CC=2N=N1.C(N(C(C)C)C(C)C)C.[N:32]1[CH:37]=[CH:36][C:35]([C:38]2[CH:46]=[CH:45][C:41]([C:42]([OH:44])=O)=[CH:40][CH:39]=2)=[CH:34][CH:33]=1.[CH:47]1([NH:50][CH:51]2[CH2:56][CH2:55][N:54]([C:57]3[O:61][N:60]=[C:59]([C:62]4[CH:67]=[CH:66][CH:65]=[CH:64][CH:63]=4)[N:58]=3)[CH2:53][CH2:52]2)[CH2:49][CH2:48]1, predict the reaction product. The product is: [CH:47]1([N:50]([CH:51]2[CH2:52][CH2:53][N:54]([C:57]3[O:61][N:60]=[C:59]([C:62]4[CH:67]=[CH:66][CH:65]=[CH:64][CH:63]=4)[N:58]=3)[CH2:55][CH2:56]2)[C:42](=[O:44])[C:41]2[CH:40]=[CH:39][C:38]([C:35]3[CH:34]=[CH:33][N:32]=[CH:37][CH:36]=3)=[CH:46][CH:45]=2)[CH2:49][CH2:48]1. (5) Given the reactants [NH2:1][C:2]([C:4]1[CH:9]=[CH:8][C:7]([C:10]2[C:11]3[N:12]([C:25]([CH2:28][CH3:29])=[CH:26][CH:27]=3)[N:13]=[C:14]([CH3:24])[C:15]=2[CH2:16][CH2:17][CH2:18][CH2:19][CH2:20][C:21]([OH:23])=[O:22])=[CH:6][CH:5]=1)=[O:3].[OH-].[Na+:31], predict the reaction product. The product is: [Na+:31].[NH2:1][C:2]([C:4]1[CH:9]=[CH:8][C:7]([C:10]2[C:11]3[N:12]([C:25]([CH2:28][CH3:29])=[CH:26][CH:27]=3)[N:13]=[C:14]([CH3:24])[C:15]=2[CH2:16][CH2:17][CH2:18][CH2:19][CH2:20][C:21]([O-:23])=[O:22])=[CH:6][CH:5]=1)=[O:3]. (6) Given the reactants [CH:1]1([CH2:4][O:5][C:6]2[CH:11]=[C:10]([CH3:12])[C:9]([N+:13]([O-])=O)=[CH:8][C:7]=2[CH3:16])[CH2:3][CH2:2]1.C(O)(=O)C, predict the reaction product. The product is: [CH:1]1([CH2:4][O:5][C:6]2[C:7]([CH3:16])=[CH:8][C:9]([NH2:13])=[C:10]([CH3:12])[CH:11]=2)[CH2:2][CH2:3]1.